From a dataset of NCI-60 drug combinations with 297,098 pairs across 59 cell lines. Regression. Given two drug SMILES strings and cell line genomic features, predict the synergy score measuring deviation from expected non-interaction effect. (1) Cell line: RPMI-8226. Synergy scores: CSS=16.2, Synergy_ZIP=-1.80, Synergy_Bliss=-6.25, Synergy_Loewe=-21.8, Synergy_HSA=-12.6. Drug 2: C1CN1P(=S)(N2CC2)N3CC3. Drug 1: CC1=C(C=C(C=C1)NC2=NC=CC(=N2)N(C)C3=CC4=NN(C(=C4C=C3)C)C)S(=O)(=O)N.Cl. (2) Drug 1: CC=C1C(=O)NC(C(=O)OC2CC(=O)NC(C(=O)NC(CSSCCC=C2)C(=O)N1)C(C)C)C(C)C. Drug 2: C1CC(=O)NC(=O)C1N2C(=O)C3=CC=CC=C3C2=O. Cell line: A498. Synergy scores: CSS=21.7, Synergy_ZIP=-2.02, Synergy_Bliss=-3.78, Synergy_Loewe=-21.0, Synergy_HSA=-1.86.